The task is: Regression/Classification. Given a drug SMILES string, predict its toxicity properties. Task type varies by dataset: regression for continuous values (e.g., LD50, hERG inhibition percentage) or binary classification for toxic/non-toxic outcomes (e.g., AMES mutagenicity, cardiotoxicity, hepatotoxicity). Dataset: ld50_zhu.. This data is from Acute oral toxicity (LD50) regression data from Zhu et al.. (1) The drug is CCOP(=S)(OCC)SCCS(=O)CC. The rat oral LD50 is 4.92, given as -log10 of the dose in mol/kg body weight (higher means more acutely toxic). (2) The molecule is CCOC(=O)NNc1nncc2ccccc12. The rat oral LD50 is 2.86, given as -log10 of the dose in mol/kg body weight (higher means more acutely toxic). (3) The molecule is CC(C)(C)c1ccc(OP2OCC3(CO2)COP(Oc2ccc(C(C)(C)C)cc2C(C)(C)C)OC3)c(C(C)(C)C)c1. The rat oral LD50 is 2.04, given as -log10 of the dose in mol/kg body weight (higher means more acutely toxic). (4) The drug is NC(=S)Nc1ccccc1. The rat oral LD50 is 4.71, given as -log10 of the dose in mol/kg body weight (higher means more acutely toxic). (5) The compound is CN(C)C(=O)Nc1ccc(Cl)c(Cl)c1. The rat oral LD50 is 2.36, given as -log10 of the dose in mol/kg body weight (higher means more acutely toxic). (6) The compound is COc1cc(C=CC(=S)N(C)C)cc(OC)c1OC. The rat oral LD50 is 3.70, given as -log10 of the dose in mol/kg body weight (higher means more acutely toxic). (7) The molecule is O=C(OCC1CO1)c1cccc(C(=O)OCC2CO2)c1. The rat oral LD50 is 2.44, given as -log10 of the dose in mol/kg body weight (higher means more acutely toxic). (8) The compound is CC1(C)CCOCO1. The rat oral LD50 is 1.49, given as -log10 of the dose in mol/kg body weight (higher means more acutely toxic). (9) The drug is CCOC(=O)c1cnn(C)c1-n1cnc2ccccc2c1=O. The rat oral LD50 is 2.23, given as -log10 of the dose in mol/kg body weight (higher means more acutely toxic). (10) The molecule is CC(=O)OCOC(=O)C1=C(COC(N)=O)SC2C(C(C)O)C(=O)N12. The rat oral LD50 is 1.70, given as -log10 of the dose in mol/kg body weight (higher means more acutely toxic).